Dataset: Forward reaction prediction with 1.9M reactions from USPTO patents (1976-2016). Task: Predict the product of the given reaction. (1) Given the reactants [F:1][C:2]1[CH:3]=[C:4]([CH2:8][CH2:9][NH:10][C:11]([C:13]2[CH:14]=[CH:15][C:16]3[S:20][C:19]([CH3:21])=[N:18][C:17]=3[CH:22]=2)=[O:12])[CH:5]=[CH:6][CH:7]=1.[Se](=O)=[O:24].[BH4-].[Na+].C(O)(C(F)(F)F)=O, predict the reaction product. The product is: [F:1][C:2]1[CH:3]=[C:4]([CH2:8][CH2:9][NH:10][C:11]([C:13]2[CH:14]=[CH:15][C:16]3[S:20][C:19]([CH2:21][OH:24])=[N:18][C:17]=3[CH:22]=2)=[O:12])[CH:5]=[CH:6][CH:7]=1. (2) Given the reactants [CH2:1]([O:3][C:4](=[O:13])[C:5]([OH:12])([C:8]([F:11])([F:10])[F:9])[CH:6]=[CH2:7])[CH3:2].[H-].[Na+].[CH2:16](Br)[CH:17]=[CH2:18], predict the reaction product. The product is: [CH2:1]([O:3][C:4](=[O:13])[C:5]([O:12][CH2:18][CH:17]=[CH2:16])([C:8]([F:11])([F:10])[F:9])[CH:6]=[CH2:7])[CH3:2]. (3) Given the reactants F[C:2]1[CH:7]=[CH:6][C:5]([N+:8]([O-:10])=[O:9])=[C:4]([O:11][CH3:12])[CH:3]=1.[C:13]([O:17][C:18]([N:20]1[CH2:24][CH2:23][C@H:22]([NH2:25])[CH2:21]1)=[O:19])([CH3:16])([CH3:15])[CH3:14], predict the reaction product. The product is: [CH3:12][O:11][C:4]1[CH:3]=[C:2]([NH:25][C@H:22]2[CH2:23][CH2:24][N:20]([C:18]([O:17][C:13]([CH3:16])([CH3:15])[CH3:14])=[O:19])[CH2:21]2)[CH:7]=[CH:6][C:5]=1[N+:8]([O-:10])=[O:9]. (4) Given the reactants Cl[C:2]([O:4][CH:5]([CH3:7])[CH3:6])=[O:3].[F:8][C:9]1[CH:14]=[CH:13][CH:12]=[CH:11][C:10]=1[S:15][C:16]1[C:20]2=[N:21][CH:22]=[CH:23][CH:24]=[C:19]2[N:18]([C:25]2[N:30]=[C:29]([NH2:31])[C:28]([NH2:32])=[C:27]([NH2:33])[N:26]=2)[N:17]=1, predict the reaction product. The product is: [NH2:33][C:27]1[C:28]([NH:32][C:2](=[O:3])[O:4][CH:5]([CH3:7])[CH3:6])=[C:29]([NH2:31])[N:30]=[C:25]([N:18]2[C:19]3[C:20](=[N:21][CH:22]=[CH:23][CH:24]=3)[C:16]([S:15][C:10]3[CH:11]=[CH:12][CH:13]=[CH:14][C:9]=3[F:8])=[N:17]2)[N:26]=1. (5) The product is: [CH3:12][O:13][C:14]([CH:16]1[CH:20]([C@H:21]([CH3:31])[CH2:22][O:23][Si:24]([C:27]([CH3:30])([CH3:29])[CH3:28])([CH3:25])[CH3:26])[CH2:19][N:18]([C:9]([O:8][CH2:1][C:2]2[CH:7]=[CH:6][CH:5]=[CH:4][CH:3]=2)=[O:10])[CH2:17]1)=[O:15]. Given the reactants [CH2:1]([O:8][C:9](Cl)=[O:10])[C:2]1[CH:7]=[CH:6][CH:5]=[CH:4][CH:3]=1.[CH3:12][O:13][C:14]([CH:16]1[CH:20]([C@H:21]([CH3:31])[CH2:22][O:23][Si:24]([C:27]([CH3:30])([CH3:29])[CH3:28])([CH3:26])[CH3:25])[CH2:19][N:18](CC2C=CC=CC=2)[CH2:17]1)=[O:15].O.C(=O)(O)[O-].[Na+], predict the reaction product.